Dataset: Full USPTO retrosynthesis dataset with 1.9M reactions from patents (1976-2016). Task: Predict the reactants needed to synthesize the given product. (1) Given the product [C:53]([OH:58])(=[O:57])[C:54]([OH:56])=[O:55].[CH3:15][O:16][C:17]1[CH:18]=[C:19]([CH:25]=[CH:26][C:27]=1[O:28][CH3:29])/[CH:20]=[CH:21]/[C:22]1[N:7]([C:2]2[CH:3]=[CH:4][CH:5]=[CH:6][N:1]=2)[C:8]2[CH:13]=[CH:12][CH:11]=[CH:10][C:9]=2[N:14]=1, predict the reactants needed to synthesize it. The reactants are: [N:1]1[CH:6]=[CH:5][CH:4]=[CH:3][C:2]=1[NH:7][C:8]1[CH:13]=[CH:12][CH:11]=[CH:10][C:9]=1[NH2:14].[CH3:15][O:16][C:17]1[CH:18]=[C:19]([CH:25]=[CH:26][C:27]=1[O:28][CH3:29])[CH:20]=[CH:21][C:22](Cl)=O.N1C=CC=CC=1N1C2C=CC=CC=2N=C1/C=C/C1C=CC=CC=1.[C:53]([OH:58])(=[O:57])[C:54]([OH:56])=[O:55]. (2) Given the product [Cl:1][C:2]1[N:3]([CH2:9][C:10]2[S:25][C:13]3[N:14]([CH2:21][CH:22]([CH3:24])[CH3:23])[C:15](=[O:20])[N:16]([CH3:19])[C:17](=[O:18])[C:12]=3[C:11]=2[C:26]([N:28]2[CH2:32][CH:31]([OH:33])[CH2:30][O:29]2)=[O:27])[C:4](=[O:8])[S:5][C:6]=1[Cl:7], predict the reactants needed to synthesize it. The reactants are: [Cl:1][C:2]1[N:3]([CH2:9][C:10]2[S:25][C:13]3[N:14]([CH2:21][CH:22]([CH3:24])[CH3:23])[C:15](=[O:20])[N:16]([CH3:19])[C:17](=[O:18])[C:12]=3[C:11]=2[C:26]([N:28]2[CH2:32][CH:31]([O:33][Si](C(C)(C)C)(C)C)[CH2:30][O:29]2)=[O:27])[C:4](=[O:8])[S:5][C:6]=1[Cl:7].C(O)(=O)C.[F-].C([N+](CCCC)(CCCC)CCCC)CCC.C(=O)(O)[O-].[Na+]. (3) Given the product [C:21]1([NH:27][N:28]=[C:18]2[C:13](=[O:20])[CH2:14][CH2:15][CH2:16][CH2:17]2)[CH:26]=[CH:25][CH:24]=[CH:23][CH:22]=1, predict the reactants needed to synthesize it. The reactants are: N1C2C(=CC=CC=2)C=C1C(N)=O.[C:13]1(=[O:20])[CH2:18][CH2:17][CH2:16][C:15](=O)[CH2:14]1.[C:21]1([NH:27][NH2:28])[CH:26]=[CH:25][CH:24]=[CH:23][CH:22]=1.NN. (4) Given the product [CH3:12][O:13][C:14](=[O:32])[CH:15]([N:17]([C:25]([O:27][C:28]([CH3:31])([CH3:30])[CH3:29])=[O:26])[C:18]([O:20][C:21]([CH3:24])([CH3:22])[CH3:23])=[O:19])[CH2:16][N:6]1[CH2:7][C:2]([CH3:11])([CH3:1])[C:3]2[NH:10][N:9]=[CH:8][C:4]=2[CH2:5]1, predict the reactants needed to synthesize it. The reactants are: [CH3:1][C:2]1([CH3:11])[CH2:7][NH:6][CH2:5][C:4]2[CH:8]=[N:9][NH:10][C:3]1=2.[CH3:12][O:13][C:14](=[O:32])[C:15]([N:17]([C:25]([O:27][C:28]([CH3:31])([CH3:30])[CH3:29])=[O:26])[C:18]([O:20][C:21]([CH3:24])([CH3:23])[CH3:22])=[O:19])=[CH2:16]. (5) Given the product [CH3:17][O:16][C:12](=[O:15])/[CH:13]=[CH:14]/[C:2]1[CH:10]=[CH:9][C:5]([C:6]([OH:8])=[O:7])=[C:4]([CH3:11])[CH:3]=1, predict the reactants needed to synthesize it. The reactants are: Br[C:2]1[CH:10]=[CH:9][C:5]([C:6]([OH:8])=[O:7])=[C:4]([CH3:11])[CH:3]=1.[C:12]([O:16][CH3:17])(=[O:15])[CH:13]=[CH2:14].CN(C)[C@H](C(O)=O)C.C(=O)([O-])[O-].[K+].[K+]. (6) The reactants are: [Cl:1][C:2]1[CH:7]=[CH:6][C:5]([CH2:8][C:9](=O)[CH2:10][C:11]#[N:12])=[CH:4][CH:3]=1.[CH3:14][NH:15][NH2:16].CCO. Given the product [Cl:1][C:2]1[CH:7]=[CH:6][C:5]([CH2:8][C:9]2[CH:10]=[C:11]([NH2:12])[N:15]([CH3:14])[N:16]=2)=[CH:4][CH:3]=1, predict the reactants needed to synthesize it. (7) Given the product [NH2:12][C:6]1[CH:7]=[C:8]([Br:11])[CH:9]=[CH:10][C:5]=1[C:4]([OH:13])=[O:3], predict the reactants needed to synthesize it. The reactants are: C([O:3][C:4](=[O:13])[C:5]1[CH:10]=[CH:9][C:8]([Br:11])=[CH:7][C:6]=1[NH2:12])C.[OH-].[Na+]. (8) Given the product [CH:1](=[N:14][C:13]1[CH:15]=[C:16]([O:18][CH3:19])[CH:17]=[C:11]([O:10][CH3:9])[CH:12]=1)[C:2]1[CH:7]=[CH:6][CH:5]=[CH:4][CH:3]=1, predict the reactants needed to synthesize it. The reactants are: [CH:1](=O)[C:2]1[CH:7]=[CH:6][CH:5]=[CH:4][CH:3]=1.[CH3:9][O:10][C:11]1[CH:12]=[C:13]([CH:15]=[C:16]([O:18][CH3:19])[CH:17]=1)[NH2:14]. (9) The reactants are: [NH2:1][CH2:2][CH2:3][NH:4][C:5](=[O:11])[O:6][C:7]([CH3:10])([CH3:9])[CH3:8].Cl[C:13]1[C:14]2[CH2:24][CH2:23][CH2:22][C:21]3[CH:25]=[CH:26][CH:27]=[CH:28][C:20]=3[C:15]=2[N:16]=[C:17]([NH2:19])[N:18]=1. Given the product [NH2:19][C:17]1[N:18]=[C:13]([NH:1][CH2:2][CH2:3][NH:4][C:5](=[O:11])[O:6][C:7]([CH3:8])([CH3:10])[CH3:9])[C:14]2[CH2:24][CH2:23][CH2:22][C:21]3[CH:25]=[CH:26][CH:27]=[CH:28][C:20]=3[C:15]=2[N:16]=1, predict the reactants needed to synthesize it. (10) Given the product [Br:20][C:17]1[CH:18]=[CH:19][C:14]([CH:8]([C:5]2[CH:4]=[CH:3][C:2]([Br:1])=[CH:7][CH:6]=2)[S:9][CH2:10][C:11]([NH:25][CH2:21][CH2:22][CH2:23][CH3:24])=[O:13])=[CH:15][CH:16]=1, predict the reactants needed to synthesize it. The reactants are: [Br:1][C:2]1[CH:7]=[CH:6][C:5]([CH:8]([C:14]2[CH:19]=[CH:18][C:17]([Br:20])=[CH:16][CH:15]=2)[S:9][CH2:10][C:11]([OH:13])=O)=[CH:4][CH:3]=1.[CH2:21]([NH2:25])[CH2:22][CH2:23][CH3:24].